This data is from Catalyst prediction with 721,799 reactions and 888 catalyst types from USPTO. The task is: Predict which catalyst facilitates the given reaction. Reactant: [NH2:1][C:2]1[N:6]([C:7]2[CH:12]=[CH:11][C:10]([F:13])=[CH:9][CH:8]=2)[N:5]=[CH:4][C:3]=1[C:14]([NH:16][CH2:17][C:18]1([C:21]([F:24])([F:23])[F:22])[CH2:20][O:19]1)=[O:15].[CH2:25]([NH2:27])[CH3:26]. Product: [NH2:1][C:2]1[N:6]([C:7]2[CH:8]=[CH:9][C:10]([F:13])=[CH:11][CH:12]=2)[N:5]=[CH:4][C:3]=1[C:14]([NH:16][CH2:17][C:18]([CH2:20][NH:27][CH2:25][CH3:26])([OH:19])[C:21]([F:24])([F:22])[F:23])=[O:15]. The catalyst class is: 10.